Dataset: Reaction yield outcomes from USPTO patents with 853,638 reactions. Task: Predict the reaction yield, written as a fraction of the theoretical maximum amount of product (1.0 means a 100% yield; for example, 0.34 means a 34% yield). (1) The reactants are [F:1][C:2]1[CH:7]=[CH:6][C:5]([CH:8]([C:21]2[CH:26]=[CH:25][C:24]([F:27])=[CH:23][CH:22]=2)[CH2:9][CH2:10][NH:11][C:12](=[O:20])[C:13]2[CH:18]=[CH:17][N:16]=[C:15](F)[CH:14]=2)=[CH:4][CH:3]=1.[F:28][C:29]([F:33])([F:32])[CH2:30][OH:31].[H-].[Na+]. No catalyst specified. The product is [F:1][C:2]1[CH:3]=[CH:4][C:5]([CH:8]([C:21]2[CH:22]=[CH:23][C:24]([F:27])=[CH:25][CH:26]=2)[CH2:9][CH2:10][NH:11][C:12](=[O:20])[C:13]2[CH:18]=[CH:17][N:16]=[C:15]([O:31][CH2:30][C:29]([F:33])([F:32])[F:28])[CH:14]=2)=[CH:6][CH:7]=1. The yield is 0.334. (2) The reactants are [CH:1]1([C@@:6]([OH:23])([C:18]2[S:19][CH:20]=[CH:21][CH:22]=2)[C:7]([O:9][C@H:10]2[CH2:15][CH2:14][C@H:13]([NH:16][CH3:17])[CH2:12][CH2:11]2)=[O:8])[CH2:5][CH2:4][CH2:3][CH2:2]1.[I-].[Na+].CCN(C(C)C)C(C)C.CS(O[CH2:40][CH2:41][CH2:42][N:43]1[C:47]2[CH:48]=[CH:49][C:50]([CH:52]=[O:53])=[CH:51][C:46]=2[N:45]=[N:44]1)(=O)=O. The catalyst is CN(C=O)C. The product is [CH:1]1([C@@:6]([OH:23])([C:18]2[S:19][CH:20]=[CH:21][CH:22]=2)[C:7]([O:9][C@H:10]2[CH2:15][CH2:14][C@H:13]([N:16]([CH2:40][CH2:41][CH2:42][N:43]3[C:47]4[CH:48]=[CH:49][C:50]([CH:52]=[O:53])=[CH:51][C:46]=4[N:45]=[N:44]3)[CH3:17])[CH2:12][CH2:11]2)=[O:8])[CH2:5][CH2:4][CH2:3][CH2:2]1. The yield is 0.680. (3) The reactants are Br[C:2]1[CH:7]=[CH:6][C:5]([C:8]2([C:11]3[N:15]4[CH2:16][CH2:17][S:18][C@:19]([CH2:22][O:23][Si](C(C)(C)C)(C)C)([CH3:21])[CH2:20][C:14]4=[N:13][N:12]=3)[CH2:10][CH2:9]2)=[CH:4][CH:3]=1.CC1(C)C(C)(C)OB([C:39]2[CH:40]=[N:41][NH:42][CH:43]=2)O1.C(=O)([O-])[O-].[K+].[K+]. The catalyst is COCCOC.O.C1C=CC([P]([Pd]([P](C2C=CC=CC=2)(C2C=CC=CC=2)C2C=CC=CC=2)([P](C2C=CC=CC=2)(C2C=CC=CC=2)C2C=CC=CC=2)[P](C2C=CC=CC=2)(C2C=CC=CC=2)C2C=CC=CC=2)(C2C=CC=CC=2)C2C=CC=CC=2)=CC=1. The product is [CH3:21][C@@:19]1([CH2:22][OH:23])[S:18][CH2:17][CH2:16][N:15]2[C:11]([C:8]3([C:5]4[CH:4]=[CH:3][C:2]([C:39]5[CH:40]=[N:41][NH:42][CH:43]=5)=[CH:7][CH:6]=4)[CH2:9][CH2:10]3)=[N:12][N:13]=[C:14]2[CH2:20]1. The yield is 0.120. (4) The reactants are [OH:1][C:2]1[CH:3]=[CH:4][C:5]([O:10][CH3:11])=[C:6]([CH:9]=1)[CH:7]=O.[NH:12]1[CH2:16][CH2:15][CH2:14][CH2:13]1.[BH-](OC(C)=O)(OC(C)=O)OC(C)=O.[Na+].OS([O-])(=O)=O.[Na+]. The catalyst is C(Cl)Cl.O. The product is [CH3:11][O:10][C:5]1[C:6]([CH2:7][N:12]2[CH2:16][CH2:15][CH2:14][CH2:13]2)=[CH:9][C:2]([OH:1])=[CH:3][CH:4]=1. The yield is 0.890. (5) The reactants are C(O[C:6]([N:8](C)[C:9]1[C:17]([O:18][CH3:19])=[C:16]2[C:12]([C:13]3[CH:30]=[C:29]([CH3:31])[CH:28]=[N:27][C:14]=3[N:15]2C(OC(C)(C)C)=O)=[C:11]([C:32]2[CH:37]=[CH:36][CH:35]=[C:34]([S:38]([CH2:41][CH3:42])(=[O:40])=[O:39])[CH:33]=2)[CH:10]=1)=O)(C)(C)C.C1(OC)C=CC=CC=1.C(O)(C(F)(F)F)=O. The catalyst is C(Cl)Cl. The product is [CH2:41]([S:38]([C:34]1[CH:33]=[C:32]([C:11]2[CH:10]=[C:9]([NH:8][CH3:6])[C:17]([O:18][CH3:19])=[C:16]3[C:12]=2[C:13]2[CH:30]=[C:29]([CH3:31])[CH:28]=[N:27][C:14]=2[NH:15]3)[CH:37]=[CH:36][CH:35]=1)(=[O:40])=[O:39])[CH3:42]. The yield is 0.700. (6) The product is [NH:37]1[CH2:38][CH:35]([C:32]2[CH:33]=[CH:34][C:29]([NH:28][C:20]3[N:19]=[C:18]([CH2:17][CH2:16][C:15]4[CH:46]=[CH:47][CH:48]=[CH:49][C:14]=4[C:11]4([C:8]([NH2:9])=[O:10])[CH2:12][CH2:13]4)[C:23]([C:24]([F:26])([F:25])[F:27])=[CH:22][N:21]=3)=[CH:30][CH:31]=2)[CH2:36]1. The reactants are C(O)(C(F)(F)F)=O.[C:8]([C:11]1([C:14]2[CH:49]=[CH:48][CH:47]=[CH:46][C:15]=2[CH2:16][CH2:17][C:18]2[C:23]([C:24]([F:27])([F:26])[F:25])=[CH:22][N:21]=[C:20]([NH:28][C:29]3[CH:34]=[CH:33][C:32]([CH:35]4[CH2:38][N:37](C(OC(C)(C)C)=O)[CH2:36]4)=[CH:31][CH:30]=3)[N:19]=2)[CH2:13][CH2:12]1)(=[O:10])[NH2:9]. The yield is 0.900. The catalyst is C(Cl)Cl. (7) The reactants are [CH3:1][C:2]1[N:7]=[C:6]2[S:8][C:9]3[CH2:14][CH2:13][CH2:12][CH2:11][C:10]=3[C:5]2=[C:4]([C:15]2[CH:20]=[CH:19][CH:18]=[C:17]([C:21]([F:24])([F:23])[F:22])[CH:16]=2)[C:3]=1[CH2:25][C:26]([O:28][CH3:29])=[O:27].[Li+].C[Si]([N-][Si](C)(C)C)(C)C.[CH2:40]1[CH2:44]OC[CH2:41]1.ICCC. The catalyst is CN(C=O)C. The product is [CH3:1][C:2]1[N:7]=[C:6]2[S:8][C:9]3[CH2:14][CH2:13][CH2:12][CH2:11][C:10]=3[C:5]2=[C:4]([C:15]2[CH:20]=[CH:19][CH:18]=[C:17]([C:21]([F:24])([F:23])[F:22])[CH:16]=2)[C:3]=1[CH:25]([CH2:41][CH2:40][CH3:44])[C:26]([O:28][CH3:29])=[O:27]. The yield is 0.830. (8) The reactants are C(NC(C)C)(C)C.C([Li])CCC.[F:13][C:14]1[C:15]([O:23][CH3:24])=[CH:16][C:17]([CH3:22])=[C:18]([CH:21]=1)[C:19]#[N:20].Cl[Si:26]([CH3:29])([CH3:28])[CH3:27]. The catalyst is C1COCC1.O. The product is [F:13][C:14]1[C:21]([Si:26]([CH3:29])([CH3:28])[CH3:27])=[C:18]([C:17]([CH3:22])=[CH:16][C:15]=1[O:23][CH3:24])[C:19]#[N:20]. The yield is 0.810.